Dataset: Forward reaction prediction with 1.9M reactions from USPTO patents (1976-2016). Task: Predict the product of the given reaction. (1) Given the reactants [CH2:1]([C:3]1[CH:4]=[C:5]2[C:10](=[C:11]([N:13]3[CH2:18][CH2:17][N:16](C(OC(C)(C)C)=O)[CH2:15][CH2:14]3)[CH:12]=1)[N:9]=[C:8](/[CH:26]=[CH:27]/[C:28]([O:30][CH3:31])=[O:29])[CH:7]=[CH:6]2)[CH3:2].FC(F)(F)C(O)=O.C1(C)C=CC=CC=1, predict the reaction product. The product is: [CH2:1]([C:3]1[CH:4]=[C:5]2[C:10](=[C:11]([N:13]3[CH2:18][CH2:17][NH:16][CH2:15][CH2:14]3)[CH:12]=1)[N:9]=[C:8]([CH2:26][CH2:27][C:28]([O:30][CH3:31])=[O:29])[CH:7]=[CH:6]2)[CH3:2]. (2) Given the reactants B(Br)(Br)Br.[OH:5][B:6]1[C:10]2[CH:11]=[C:12]([NH:15][S:16]([C:19]3[CH:24]=[CH:23][C:22]([O:25]C)=[CH:21][C:20]=3[CH2:27][C:28]([OH:30])=[O:29])(=[O:18])=[O:17])[CH:13]=[CH:14][C:9]=2[CH2:8][O:7]1, predict the reaction product. The product is: [OH:25][C:22]1[CH:23]=[CH:24][C:19]([S:16](=[O:17])(=[O:18])[NH:15][C:12]2[CH:13]=[CH:14][C:9]3[CH2:8][O:7][B:6]([OH:5])[C:10]=3[CH:11]=2)=[C:20]([CH2:27][C:28]([OH:30])=[O:29])[CH:21]=1. (3) Given the reactants [F:1][C:2]([F:25])([F:24])[C:3]1[CH:23]=[CH:22][C:6]([C:7]([C:9]2[N:13]([CH3:14])[C:12]([CH2:15][C:16]([O:18][CH2:19][CH3:20])=[O:17])=[CH:11][C:10]=2[CH3:21])=[O:8])=[CH:5][CH:4]=1.Cl[C:27]1C=CC(C(C2N(C)C(CC(OCC)=O)=CC=2C)=O)=CC=1, predict the reaction product. The product is: [F:25][C:2]([F:1])([F:24])[C:3]1[CH:4]=[CH:5][C:6]([C:7]([C:9]2[N:13]([CH3:14])[C:12]([CH:15]([CH3:27])[C:16]([O:18][CH2:19][CH3:20])=[O:17])=[CH:11][C:10]=2[CH3:21])=[O:8])=[CH:22][CH:23]=1. (4) Given the reactants C([O:5][C:6](=[O:39])[CH2:7][N:8]1[CH2:16][CH2:15][N:14]([CH2:17][CH:18]([OH:30])[CH2:19][CH2:20][C:21]2[CH:26]=[CH:25][C:24]([N+:27]([O-:29])=[O:28])=[CH:23][CH:22]=2)[CH2:13][CH2:12][N:11]([CH2:31][C:32]([O:34]C(C)(C)C)=[O:33])[CH2:10][CH2:9]1)(C)(C)C, predict the reaction product. The product is: [C:32]([CH2:31][N:11]1[CH2:12][CH2:13][N:14]([CH2:17][CH:18]([OH:30])[CH2:19][CH2:20][C:21]2[CH:26]=[CH:25][C:24]([N+:27]([O-:29])=[O:28])=[CH:23][CH:22]=2)[CH2:15][CH2:16][N:8]([CH2:7][C:6]([OH:39])=[O:5])[CH2:9][CH2:10]1)([OH:34])=[O:33]. (5) Given the reactants [CH2:1]([O:8][C:9]1[N:24]=[C:23](Br)[C:22]([OH:26])=[C:21]([O:27][CH2:28][C:29]2[CH:34]=[CH:33][CH:32]=[CH:31][CH:30]=2)[C:10]=1[C:11]([O:13][CH2:14][C:15]1[CH:20]=[CH:19][CH:18]=[CH:17][CH:16]=1)=[O:12])[C:2]1[CH:7]=[CH:6][CH:5]=[CH:4][CH:3]=1.[CH3:35][N:36]1[C:44]2[C:39](=[CH:40][C:41](B(O)O)=[CH:42][CH:43]=2)[CH:38]=[CH:37]1.F[B-](F)(F)F.C([PH+](C(C)(C)C)C(C)(C)C)(C)(C)C.[F-].[K+], predict the reaction product. The product is: [CH2:1]([O:8][C:9]1[N:24]=[C:23]([C:41]2[CH:40]=[C:39]3[C:44](=[CH:43][CH:42]=2)[N:36]([CH3:35])[CH:37]=[CH:38]3)[C:22]([OH:26])=[C:21]([O:27][CH2:28][C:29]2[CH:34]=[CH:33][CH:32]=[CH:31][CH:30]=2)[C:10]=1[C:11]([O:13][CH2:14][C:15]1[CH:20]=[CH:19][CH:18]=[CH:17][CH:16]=1)=[O:12])[C:2]1[CH:7]=[CH:6][CH:5]=[CH:4][CH:3]=1. (6) Given the reactants Cl[C:2]1[CH:7]=[C:6]([C:8]2[CH:13]=[CH:12][CH:11]=[C:10]([CH3:14])[C:9]=2[CH3:15])[N:5]=[C:4]([NH2:16])[N:3]=1.Cl.[Cl:18][C:19]1[CH:24]=[CH:23][C:22]([CH2:25][C:26]2([NH2:29])[CH2:28][CH2:27]2)=[CH:21][CH:20]=1.C(N(CC)CC)C, predict the reaction product. The product is: [Cl:18][C:19]1[CH:20]=[CH:21][C:22]([CH2:25][C:26]2([NH:29][C:2]3[CH:7]=[C:6]([C:8]4[CH:13]=[CH:12][CH:11]=[C:10]([CH3:14])[C:9]=4[CH3:15])[N:5]=[C:4]([NH2:16])[N:3]=3)[CH2:28][CH2:27]2)=[CH:23][CH:24]=1. (7) Given the reactants Cl.C[O:3][C:4]1[CH:9]=[CH:8][C:7]([S:10]([NH2:13])(=[O:12])=[O:11])=[C:6](C)[C:5]=1[C:15]1[CH:24]=[CH:23][C:22]2[C:17](=[CH:18][CH:19]=[C:20]([O:25]C)[CH:21]=2)[C:16]=1[C:27](=[O:43])[C:28]1[CH:33]=[CH:32][C:31]([O:34][CH2:35][CH2:36][N:37]2[CH2:42][CH2:41][CH2:40][CH2:39][CH2:38]2)=[CH:30][CH:29]=1.B(Br)(Br)Br.[CH2:48](Cl)Cl, predict the reaction product. The product is: [OH:3][C:4]1[CH:9]=[CH:8][C:7]([S:10]([NH:13][CH3:48])(=[O:11])=[O:12])=[CH:6][C:5]=1[C:15]1[CH:24]=[CH:23][C:22]2[C:17](=[CH:18][CH:19]=[C:20]([OH:25])[CH:21]=2)[C:16]=1[C:27](=[O:43])[C:28]1[CH:33]=[CH:32][C:31]([O:34][CH2:35][CH2:36][N:37]2[CH2:38][CH2:39][CH2:40][CH2:41][CH2:42]2)=[CH:30][CH:29]=1. (8) Given the reactants O[CH2:2][C:3]1[C:11]2[C:6](=[N:7][CH:8]=[CH:9][CH:10]=2)[N:5]([C:12]([O:14][C:15]([CH3:18])([CH3:17])[CH3:16])=[O:13])[CH:4]=1.C1(P(C2C=CC=CC=2)C2C=CC=CC=2)C=CC=CC=1.C(Cl)(Cl)(Cl)[Cl:39], predict the reaction product. The product is: [Cl:39][CH2:2][C:3]1[C:11]2[C:6](=[N:7][CH:8]=[CH:9][CH:10]=2)[N:5]([C:12]([O:14][C:15]([CH3:18])([CH3:17])[CH3:16])=[O:13])[CH:4]=1. (9) Given the reactants [F:1][C:2]1([F:27])[C@H:6]([OH:7])[C@@H:5]([CH2:8][OH:9])[O:4][C@H:3]1[N:10]1[CH:15]=[CH:14][C:13]([NH:16][C:17](=[O:25])[CH:18]([CH2:22][CH2:23][CH3:24])[CH2:19][CH2:20][CH3:21])=[N:12][C:11]1=[O:26].O.[C:29]1([CH3:39])[CH:34]=[CH:33][C:32]([S:35]([OH:38])(=[O:37])=[O:36])=[CH:31][CH:30]=1, predict the reaction product. The product is: [C:29]1([CH3:39])[CH:30]=[CH:31][C:32]([S:35]([OH:38])(=[O:36])=[O:37])=[CH:33][CH:34]=1.[F:27][C:2]1([F:1])[C@H:6]([OH:7])[C@@H:5]([CH2:8][OH:9])[O:4][C@H:3]1[N:10]1[CH:15]=[CH:14][C:13]([NH:16][C:17](=[O:25])[CH:18]([CH2:19][CH2:20][CH3:21])[CH2:22][CH2:23][CH3:24])=[N:12][C:11]1=[O:26].